Predict the product of the given reaction. From a dataset of Forward reaction prediction with 1.9M reactions from USPTO patents (1976-2016). (1) Given the reactants [Cl:1][C:2]1[CH:7]=[CH:6][C:5]([C:8]2[N:9]=[C:10]([C:13]([OH:15])=O)[S:11][CH:12]=2)=[CH:4][CH:3]=1.C1N=CN(C(N2C=NC=C2)=O)C=1.[F:28][C:29]1[CH:36]=[C:35]([C:37]([F:40])([F:39])[F:38])[CH:34]=[CH:33][C:30]=1[CH2:31][NH2:32].C(Cl)(Cl)Cl, predict the reaction product. The product is: [F:28][C:29]1[CH:36]=[C:35]([C:37]([F:38])([F:39])[F:40])[CH:34]=[CH:33][C:30]=1[CH2:31][NH:32][C:13]([C:10]1[S:11][CH:12]=[C:8]([C:5]2[CH:4]=[CH:3][C:2]([Cl:1])=[CH:7][CH:6]=2)[N:9]=1)=[O:15]. (2) The product is: [F:3][C:4]([F:17])([F:18])[CH:5]([C:7]1[CH:8]=[C:9]([CH:14]=[CH:15][CH:16]=1)[C:10]([O:12][CH3:13])=[O:11])[O:6][CH3:20]. Given the reactants [H-].[Na+].[F:3][C:4]([F:18])([F:17])[CH:5]([C:7]1[CH:8]=[C:9]([CH:14]=[CH:15][CH:16]=1)[C:10]([O:12][CH3:13])=[O:11])[OH:6].I[CH3:20], predict the reaction product.